Dataset: Reaction yield outcomes from USPTO patents with 853,638 reactions. Task: Predict the reaction yield, written as a fraction of the theoretical maximum amount of product (1.0 means a 100% yield; for example, 0.34 means a 34% yield). The reactants are [C:1]1([CH2:11][C:12]([OH:14])=[O:13])[CH:6]=[CH:5][CH:4]=[CH:3][C:2]=1[CH2:7][C:8]([OH:10])=[O:9].[N+:15]([O-])([OH:17])=[O:16]. The catalyst is S(=O)(=O)(O)O. The product is [N+:15]([C:5]1[CH:6]=[C:1]([CH2:11][C:12]([OH:14])=[O:13])[C:2]([CH2:7][C:8]([OH:10])=[O:9])=[CH:3][CH:4]=1)([O-:17])=[O:16]. The yield is 0.650.